This data is from Full USPTO retrosynthesis dataset with 1.9M reactions from patents (1976-2016). The task is: Predict the reactants needed to synthesize the given product. (1) Given the product [Cl:9][C:8]1[C:2]([Cl:1])=[C:3]2[C:5]([CH:18]([C:17]3[CH:20]=[CH:21][CH:22]=[CH:23][C:16]=3[Cl:15])[CH2:19][CH:11]([C:10]([OH:14])=[O:13])[NH:4]2)=[CH:6][CH:7]=1, predict the reactants needed to synthesize it. The reactants are: [Cl:1][C:2]1[C:8]([Cl:9])=[CH:7][CH:6]=[CH:5][C:3]=1[NH2:4].[C:10]([OH:14])(=[O:13])[CH:11]=O.[Cl:15][C:16]1[CH:23]=[CH:22][CH:21]=[CH:20][C:17]=1[CH:18]=[CH2:19]. (2) The reactants are: [F:1][C:2]1[CH:8]=[C:7]([I:9])[CH:6]=[CH:5][C:3]=1[NH2:4].CCO[CH:13]=[C:14]([C:20]([O:22][CH2:23][CH3:24])=[O:21])[C:15]([O:17][CH2:18][CH3:19])=[O:16]. Given the product [F:1][C:2]1[CH:8]=[C:7]([I:9])[CH:6]=[CH:5][C:3]=1[NH:4][CH:13]=[C:14]([C:15]([O:17][CH2:18][CH3:19])=[O:16])[C:20]([O:22][CH2:23][CH3:24])=[O:21], predict the reactants needed to synthesize it. (3) Given the product [Br:43][CH2:15][CH2:16][CH2:17][CH2:18][O:19][C:20]1[CH:25]=[C:24]2[C:23]([CH2:30][CH2:29][C:27](=[O:28])[NH:26]2)=[CH:22][CH:21]=1, predict the reactants needed to synthesize it. The reactants are: C1C=C(N2CCN([CH2:15][CH2:16][CH2:17][CH2:18][O:19][C:20]3[CH:21]=[CH:22][C:23]4[CH2:30][CH2:29][C:27](=[O:28])[NH:26][C:24]=4[CH:25]=3)CC2)C(Cl)=C(Cl)C=1.OC1C=C2C(CCC(=O)N2)=CC=1.[Br:43]CCCCBr.[OH-].[Na+].[OH-].[K+]. (4) Given the product [Cl:1][C:2]1[CH:7]=[CH:6][CH:5]=[CH:4][C:3]=1[C:8]1[C:12]([C:13]2[NH:17][CH:16]=[N:15][N:14]=2)=[CH:11][N:10]([C:26]2[C:31]([CH3:32])=[CH:30][N:29]=[C:28]([NH:33][C:34](=[O:37])[O:35][CH3:36])[CH:27]=2)[N:9]=1, predict the reactants needed to synthesize it. The reactants are: [Cl:1][C:2]1[CH:7]=[CH:6][CH:5]=[CH:4][C:3]=1[C:8]1[C:12]([C:13]2[N:17](COCC[Si](C)(C)C)[CH:16]=[N:15][N:14]=2)=[CH:11][N:10]([C:26]2[C:31]([CH3:32])=[CH:30][N:29]=[C:28]([NH:33][C:34](=[O:37])[O:35][CH3:36])[CH:27]=2)[N:9]=1.C(O)(C(F)(F)F)=O. (5) Given the product [CH3:1][C:2]1([C@H:3]([NH:4][C:5]([O:7][CH2:8][CH2:9][CH2:10][CH:11]=[CH2:12])=[O:6])[C:13]([OH:15])=[O:14])[CH2:17][CH2:24][CH2:20][CH2:21][CH2:16]1, predict the reactants needed to synthesize it. The reactants are: [CH3:1][C:2]([CH3:17])([CH3:16])[C@@H:3]([C:13]([OH:15])=[O:14])[NH:4][C:5]([O:7][CH2:8][CH2:9][CH2:10][CH:11]=[CH2:12])=[O:6].Cl.N[C@@H:20]([C:24]1(C)CCCCC1)[C:21](O)=O. (6) Given the product [CH3:15][O:14][C:6]1[CH:5]=[C:4]([C:2](=[O:3])/[CH:1]=[CH:31]/[C:30]2[C:29]([NH:28][C:20]3[CH:21]=[C:22]([O:26][CH3:27])[C:23]([O:24][CH3:25])=[C:18]([O:17][CH3:16])[CH:19]=3)=[N:36][CH:35]=[CH:34][CH:33]=2)[CH:9]=[C:8]([O:10][CH3:11])[C:7]=1[O:12][CH3:13], predict the reactants needed to synthesize it. The reactants are: [CH3:1][C:2]([C:4]1[CH:9]=[C:8]([O:10][CH3:11])[C:7]([O:12][CH3:13])=[C:6]([O:14][CH3:15])[CH:5]=1)=[O:3].[CH3:16][O:17][C:18]1[CH:19]=[C:20]([NH:28][C:29]2[N:36]=[CH:35][CH:34]=[CH:33][C:30]=2[CH:31]=O)[CH:21]=[C:22]([O:26][CH3:27])[C:23]=1[O:24][CH3:25].Cl. (7) Given the product [Cl:1][C:2]1[N:3]=[C:4]([NH:12][C:13]2[CH:22]=[CH:21][CH:20]=[CH:19][C:14]=2[C:15]([NH:17][CH3:18])=[O:16])[C:5]([N+:8]([O-:10])=[O:9])=[CH:6][N:7]=1, predict the reactants needed to synthesize it. The reactants are: [Cl:1][C:2]1[N:7]=[CH:6][C:5]([N+:8]([O-:10])=[O:9])=[C:4](Cl)[N:3]=1.[NH2:12][C:13]1[CH:22]=[CH:21][CH:20]=[CH:19][C:14]=1[C:15]([NH:17][CH3:18])=[O:16].C(N(CC)C(C)C)(C)C. (8) Given the product [O:1]1[CH:5]2[O:6][CH2:7][CH2:8][CH:4]2[CH:3]([O:9][C:10](=[O:28])[NH:11][CH:12]([CH2:21][C:22]2[CH:23]=[CH:24][CH:25]=[CH:26][CH:27]=2)[CH:13]([OH:20])[CH2:14][N:15]([S:44]([C:37]2[CH:38]=[CH:39][C:40]([N+:41]([O-:43])=[O:42])=[C:35]([F:34])[CH:36]=2)(=[O:46])=[O:45])[CH2:16][CH:17]([CH3:19])[CH3:18])[CH2:2]1, predict the reactants needed to synthesize it. The reactants are: [O:1]1[CH:5]2[O:6][CH2:7][CH2:8][CH:4]2[CH:3]([O:9][C:10](=[O:28])[NH:11][CH:12]([CH2:21][C:22]2[CH:27]=[CH:26][CH:25]=[CH:24][CH:23]=2)[CH:13]([OH:20])[CH2:14][NH:15][CH2:16][CH:17]([CH3:19])[CH3:18])[CH2:2]1.C([O-])(O)=O.[Na+].[F:34][C:35]1[CH:36]=[C:37]([S:44](Cl)(=[O:46])=[O:45])[CH:38]=[CH:39][C:40]=1[N+:41]([O-:43])=[O:42].CC(O)C. (9) Given the product [Cl:39][C:9]1[CH:8]=[C:7]([N:6]=[C:44]=[S:45])[CH:12]=[C:11]([C:13]([F:14])([F:16])[F:15])[C:10]=1[C:17]1[CH:18]=[CH:19][C:20]([S:23]([CH:26]2[CH2:31][CH2:30][N:29]([C:32]([O:34][C:35]([CH3:36])([CH3:38])[CH3:37])=[O:33])[CH2:28][CH2:27]2)(=[O:25])=[O:24])=[CH:21][CH:22]=1, predict the reactants needed to synthesize it. The reactants are: C(=O)([O-])[O-].[Ca+2].[NH2:6][C:7]1[CH:12]=[C:11]([C:13]([F:16])([F:15])[F:14])[C:10]([C:17]2[CH:22]=[CH:21][C:20]([S:23]([CH:26]3[CH2:31][CH2:30][N:29]([C:32]([O:34][C:35]([CH3:38])([CH3:37])[CH3:36])=[O:33])[CH2:28][CH2:27]3)(=[O:25])=[O:24])=[CH:19][CH:18]=2)=[C:9]([Cl:39])[CH:8]=1.ClCCl.O.[C:44](Cl)(Cl)=[S:45].Cl.